From a dataset of Reaction yield outcomes from USPTO patents with 853,638 reactions. Predict the reaction yield, written as a fraction of the theoretical maximum amount of product (1.0 means a 100% yield; for example, 0.34 means a 34% yield). (1) The reactants are [OH:1][N:2]=[C:3](Cl)[C:4]1[CH:15]=[CH:14][C:7]2[B:8]([OH:13])[O:9][C:10]([CH3:12])([CH3:11])[C:6]=2[CH:5]=1.[Br:17][C:18]1[CH:23]=[C:22]([C:24]([C:26]([F:29])([F:28])[F:27])=[CH2:25])[CH:21]=[C:20]([Br:30])[C:19]=1[Cl:31].CC(=O)OCC. The catalyst is CN(C=O)C. The product is [Br:17][C:18]1[CH:23]=[C:22]([C:24]2([C:26]([F:29])([F:28])[F:27])[O:1][N:2]=[C:3]([C:4]3[CH:15]=[CH:14][C:7]4[B:8]([OH:13])[O:9][C:10]([CH3:12])([CH3:11])[C:6]=4[CH:5]=3)[CH2:25]2)[CH:21]=[C:20]([Br:30])[C:19]=1[Cl:31]. The yield is 0.220. (2) The reactants are [CH3:1][P:2](=[O:7])([O:5][CH3:6])[O:3][CH3:4].C([Li])CCC.[CH3:13][C@@H:14]([CH2:20][CH2:21][CH2:22][C:23]1[CH:28]=[CH:27][CH:26]=[CH:25][CH:24]=1)[C:15](OCC)=[O:16].OS([O-])(=O)=O.[K+]. The catalyst is C1COCC1. The product is [CH3:13][C@@H:14]([CH2:20][CH2:21][CH2:22][C:23]1[CH:24]=[CH:25][CH:26]=[CH:27][CH:28]=1)[C:15](=[O:16])[CH2:1][P:2](=[O:7])([O:5][CH3:6])[O:3][CH3:4]. The yield is 0.420. (3) The reactants are [N+:1]([C:4]1[CH:9]=[CH:8][C:7]([C:10](=O)[CH2:11][NH:12][C:13]([CH:15]2[CH2:20][CH2:19][N:18]([C:21]([O:23][C:24]([CH3:27])([CH3:26])[CH3:25])=[O:22])[CH2:17][CH2:16]2)=O)=[CH:6][CH:5]=1)([O-:3])=[O:2].COC1C=CC(P2(SP(C3C=CC(OC)=CC=3)(=S)S2)=[S:38])=CC=1.C([O-])(O)=O.[Na+]. The catalyst is O1CCOCC1. The product is [N+:1]([C:4]1[CH:9]=[CH:8][C:7]([C:10]2[S:38][C:13]([CH:15]3[CH2:20][CH2:19][N:18]([C:21]([O:23][C:24]([CH3:27])([CH3:26])[CH3:25])=[O:22])[CH2:17][CH2:16]3)=[N:12][CH:11]=2)=[CH:6][CH:5]=1)([O-:3])=[O:2]. The yield is 0.560. (4) The reactants are [Cl-].O[NH3+:3].[C:4](=[O:7])([O-])[OH:5].[Na+].CS(C)=O.[OH:13][C:14]1([CH2:19][O:20][C@H:21]2[CH2:26][CH2:25][C@H:24]([N:27]3[C:32](=[O:33])[C:31]([CH2:34][C:35]4[CH:40]=[CH:39][C:38]([C:41]5[C:42]([C:47]#[N:48])=[CH:43][CH:44]=[CH:45][CH:46]=5)=[CH:37][CH:36]=4)=[C:30]([CH2:49][CH2:50][CH3:51])[N:29]4[N:52]=[CH:53][N:54]=[C:28]34)[CH2:23][CH2:22]2)[CH2:18][CH2:17][CH2:16][CH2:15]1. The catalyst is O.C(OCC)(=O)C. The product is [OH:13][C:14]1([CH2:19][O:20][C@H:21]2[CH2:26][CH2:25][C@H:24]([N:27]3[C:32](=[O:33])[C:31]([CH2:34][C:35]4[CH:36]=[CH:37][C:38]([C:41]5[CH:46]=[CH:45][CH:44]=[CH:43][C:42]=5[C:47]5[NH:3][C:4](=[O:7])[O:5][N:48]=5)=[CH:39][CH:40]=4)=[C:30]([CH2:49][CH2:50][CH3:51])[N:29]4[N:52]=[CH:53][N:54]=[C:28]34)[CH2:23][CH2:22]2)[CH2:15][CH2:16][CH2:17][CH2:18]1. The yield is 0.230. (5) The reactants are [CH3:1][S:2][CH2:3][CH2:4][C:5](Cl)=[O:6].Cl.[CH3:9][O:10][C:11](=[O:21])[C@H:12]([CH2:14][C:15]1[CH:20]=[CH:19][CH:18]=[CH:17][CH:16]=1)[NH2:13].C(N(CC)CC)C. The catalyst is ClCCl. The product is [CH3:9][O:10][C:11](=[O:21])[CH:12]([NH:13][C:5](=[O:6])[CH2:4][CH2:3][S:2][CH3:1])[CH2:14][C:15]1[CH:20]=[CH:19][CH:18]=[CH:17][CH:16]=1. The yield is 0.920. (6) The reactants are [CH3:1][S:2]([N:5]1[CH2:10][CH2:9][C:8]2[N:11]([CH2:24][CH2:25][CH:26]=O)[N:12]=[C:13]([C:14]3[CH:19]=[CH:18][C:17]([C:20]([F:23])([F:22])[F:21])=[CH:16][CH:15]=3)[C:7]=2[CH2:6]1)(=[O:4])=[O:3].Cl.[NH:29]1[CH2:34][CH2:33][CH:32]([N:35]2[C:39]3[CH:40]=[CH:41][CH:42]=[CH:43][C:38]=3[N:37]=[N:36]2)[CH2:31][CH2:30]1.CC(O)=O.[BH-](OC(C)=O)(OC(C)=O)OC(C)=O.[Na+].C([O-])(O)=O.[Na+]. The catalyst is C(Cl)Cl.CCN(CC)CC. The product is [CH3:1][S:2]([N:5]1[CH2:10][CH2:9][C:8]2[N:11]([CH2:24][CH2:25][CH2:26][N:29]3[CH2:30][CH2:31][CH:32]([N:35]4[C:39]5[CH:40]=[CH:41][CH:42]=[CH:43][C:38]=5[N:37]=[N:36]4)[CH2:33][CH2:34]3)[N:12]=[C:13]([C:14]3[CH:19]=[CH:18][C:17]([C:20]([F:23])([F:22])[F:21])=[CH:16][CH:15]=3)[C:7]=2[CH2:6]1)(=[O:4])=[O:3]. The yield is 0.800. (7) The reactants are [Br:1][C:2]1[CH:3]=[C:4]([C:14]([OH:16])=O)[C:5]2[CH:6]=[N:7][N:8]([CH:11]([CH3:13])[CH3:12])[C:9]=2[CH:10]=1.[NH2:17][CH2:18][C:19]1[C:20](=[O:32])[NH:21][C:22]([CH3:31])=[CH:23][C:24]=1[CH:25]1[CH2:30][CH2:29][CH2:28][CH2:27][CH2:26]1.C(O)(C(F)(F)F)=O.ON1C2N=CC=CC=2N=N1.CN1CCOCC1.C(Cl)CCl.C([O-])([O-])=O.[K+].[K+]. The catalyst is CS(C)=O. The product is [Br:1][C:2]1[CH:3]=[C:4]([C:14]([NH:17][CH2:18][C:19]2[C:20](=[O:32])[NH:21][C:22]([CH3:31])=[CH:23][C:24]=2[CH:25]2[CH2:30][CH2:29][CH2:28][CH2:27][CH2:26]2)=[O:16])[C:5]2[CH:6]=[N:7][N:8]([CH:11]([CH3:12])[CH3:13])[C:9]=2[CH:10]=1. The yield is 0.730. (8) The reactants are [C:1]([CH:3]([C:34]1[C:39]([Cl:40])=[CH:38][CH:37]=[CH:36][C:35]=1[Cl:41])[C:4]1[N:9]=[N:8][C:7]([S:10][C:11]2[CH:33]=[CH:32][CH:31]=[CH:30][C:12]=2[CH2:13][NH:14][C:15](=[O:29])[C:16]2[CH:21]=[C:20]([N:22]3[CH2:27][CH2:26][O:25][CH2:24][CH2:23]3)[CH:19]=[C:18]([F:28])[CH:17]=2)=[CH:6][CH:5]=1)#[N:2].S(=O)(=O)(O)[OH:43]. No catalyst specified. The product is [NH2:2][C:1](=[O:43])[CH:3]([C:4]1[N:9]=[N:8][C:7]([S:10][C:11]2[CH:33]=[CH:32][CH:31]=[CH:30][C:12]=2[CH2:13][NH:14][C:15](=[O:29])[C:16]2[CH:21]=[C:20]([N:22]3[CH2:27][CH2:26][O:25][CH2:24][CH2:23]3)[CH:19]=[C:18]([F:28])[CH:17]=2)=[CH:6][CH:5]=1)[C:34]1[C:35]([Cl:41])=[CH:36][CH:37]=[CH:38][C:39]=1[Cl:40]. The yield is 0.670. (9) The reactants are [CH2:1]([O:8][CH2:9][C@@H:10]([C:12]1[NH:16][C:15]2[CH:17]=[CH:18][C:19]([O:21][C:22]3[CH:27]=[CH:26][C:25]([F:28])=[CH:24][CH:23]=3)=[CH:20][C:14]=2[N:13]=1)[NH2:11])[C:2]1[CH:7]=[CH:6][CH:5]=[CH:4][CH:3]=1.Cl.[NH:30]1[CH:34]=[C:33]([CH2:35][C:36](O)=[O:37])[N:32]=[CH:31]1. No catalyst specified. The product is [CH2:1]([O:8][CH2:9][C@H:10]([NH:11][C:36](=[O:37])[CH2:35][C:33]1[N:32]=[CH:31][NH:30][CH:34]=1)[C:12]1[NH:16][C:15]2[CH:17]=[CH:18][C:19]([O:21][C:22]3[CH:23]=[CH:24][C:25]([F:28])=[CH:26][CH:27]=3)=[CH:20][C:14]=2[N:13]=1)[C:2]1[CH:3]=[CH:4][CH:5]=[CH:6][CH:7]=1. The yield is 0.390.